Dataset: Full USPTO retrosynthesis dataset with 1.9M reactions from patents (1976-2016). Task: Predict the reactants needed to synthesize the given product. (1) Given the product [CH3:2][C:1]([CH3:4])([Si:5]([C:13]1[CH:18]=[CH:17][CH:16]=[CH:15][CH:14]=1)([C:7]1[CH:12]=[CH:11][CH:10]=[CH:9][CH:8]=1)[O:44][CH2:43][C@H:42]([OH:45])[CH2:41][O:40][CH2:39][CH2:38][CH2:37][CH2:36][CH2:35][CH2:34][CH2:33][CH2:32][CH2:31][CH2:30][CH2:29][CH2:28][CH2:27][CH2:26][CH2:25][CH2:24][S:23][C:19]([CH3:21])([CH3:20])[CH3:22])[CH3:3], predict the reactants needed to synthesize it. The reactants are: [C:1]([Si:5]([C:13]1[CH:18]=[CH:17][CH:16]=[CH:15][CH:14]=1)([C:7]1[CH:12]=[CH:11][CH:10]=[CH:9][CH:8]=1)Cl)([CH3:4])([CH3:3])[CH3:2].[C:19]([S:23][CH2:24][CH2:25][CH2:26][CH2:27][CH2:28][CH2:29][CH2:30][CH2:31][CH2:32][CH2:33][CH2:34][CH2:35][CH2:36][CH2:37][CH2:38][CH2:39][O:40][CH2:41][C@@H:42]([OH:45])[CH2:43][OH:44])([CH3:22])([CH3:21])[CH3:20]. (2) Given the product [F:37][C:35]1[CH:34]=[CH:33][CH:32]=[C:31]2[C:36]=1[C:27]([N:12]1[C:11]3[CH:18]=[C:7]([N:1]4[CH2:2][CH2:3][O:4][CH2:5][CH2:6]4)[CH:8]=[CH:9][C:10]=3[S:15](=[O:17])(=[O:16])[CH2:14][CH2:13]1)=[C:28]([CH3:45])[C:29]([C:38]1[CH:43]=[CH:42][CH:41]=[CH:40][C:39]=1[F:44])=[N:30]2, predict the reactants needed to synthesize it. The reactants are: [N:1]1([C:7]2[CH:8]=[CH:9][C:10]3[S:15](=[O:17])(=[O:16])[CH2:14][CH2:13][NH:12][C:11]=3[CH:18]=2)[CH2:6][CH2:5][O:4][CH2:3][CH2:2]1.CN(C=O)C.[H-].[Na+].Cl[C:27]1[C:36]2[C:31](=[CH:32][CH:33]=[CH:34][C:35]=2[F:37])[N:30]=[C:29]([C:38]2[CH:43]=[CH:42][CH:41]=[CH:40][C:39]=2[F:44])[C:28]=1[CH3:45]. (3) Given the product [F:44][C:43]([F:46])([F:45])[S:40]([O:19][C:18]1[C@:12]2([CH3:20])[C@H:13]([C@H:14]3[C@H:9]([CH2:10][CH2:11]2)[C@:8]2([CH3:21])[C:3](=[CH:4][C:5](=[O:22])[CH2:6][CH2:7]2)[N:2]([CH3:1])[CH2:15]3)[CH2:16][CH:17]=1)(=[O:42])=[O:41], predict the reactants needed to synthesize it. The reactants are: [CH3:1][N:2]1[CH2:15][C@@H:14]2[C@H:9]([CH2:10][CH2:11][C@:12]3([CH3:20])[C:18](=[O:19])[CH2:17][CH2:16][C@H:13]32)[C@:8]2([CH3:21])[C:3]1=[CH:4][C:5](=[O:22])[CH2:6][CH2:7]2.C[Si]([N-][Si](C)(C)C)(C)C.[K+].C1(N([S:40]([C:43]([F:46])([F:45])[F:44])(=[O:42])=[O:41])[S:40]([C:43]([F:46])([F:45])[F:44])(=[O:42])=[O:41])C=CC=CC=1. (4) Given the product [CH2:52]([O:53][C:11]1[CH:10]=[C:9]([S:12]([N:15]([CH3:16])[CH:17]([C:21]2[CH:22]=[CH:23][C:24]([O:27][CH2:28][CH2:29][CH2:30][NH:31][C:32](=[O:33])[O:34][CH2:35][CH3:36])=[CH:25][CH:26]=2)[C:18]([NH:47][OH:48])=[O:20])(=[O:13])=[O:14])[CH:8]=[CH:7][CH:6]=1)[C:42]#[C:41][CH3:46], predict the reactants needed to synthesize it. The reactants are: C(O[C:6]1[CH:11]=[CH:10][C:9]([S:12]([N:15]([CH:17]([C:21]2[CH:26]=[CH:25][C:24]([O:27][CH2:28][CH2:29][CH2:30][NH:31][C:32]([O:34][CH2:35][CH3:36])=[O:33])=[CH:23][CH:22]=2)[C:18]([OH:20])=O)[CH3:16])(=[O:14])=[O:13])=[CH:8][CH:7]=1)C#CC.ON1[C:42]2C=CC=[CH:46][C:41]=2N=N1.[NH2:47][OH:48].CN([CH:52]=[O:53])C. (5) Given the product [F:91][C:90]([F:92])([F:93])[CH2:89][O:88][C:73]1[N:74]=[C:75]([NH:77][C:78]2[CH:83]=[CH:82][CH:81]=[C:80]([C:84]([F:86])([F:85])[F:87])[CH:79]=2)[N:76]=[C:71]([NH:70][CH:67]2[CH2:68][CH2:69][N:64]([S:61]([C:94]3[CH:51]=[C:49]([NH:45][S:9]([CH3:6])(=[O:11])=[O:10])[CH:50]=[CH:101][CH:100]=3)(=[O:62])=[O:63])[CH2:65][CH2:66]2)[N:72]=1, predict the reactants needed to synthesize it. The reactants are: CN(C)C1C=C[C:6]([S:9](N2CCC(NC3N=C(NC4C=CC=C(C(F)(F)F)C=4)N=C(OCC(F)(F)F)N=3)CC2)(=[O:11])=[O:10])=CC=1.CC[N:45]([CH:49]([CH3:51])[CH3:50])C(C)C.[N+](C1C=CC([S:61]([N:64]2[CH2:69][CH2:68][CH:67]([NH:70][C:71]3[N:76]=[C:75]([NH:77][C:78]4[CH:83]=[CH:82][CH:81]=[C:80]([C:84]([F:87])([F:86])[F:85])[CH:79]=4)[N:74]=[C:73]([O:88][CH2:89][C:90]([F:93])([F:92])[F:91])[N:72]=3)[CH2:66][CH2:65]2)(=[O:63])=[O:62])=CC=1)([O-])=O.[C:94]([O-])([O-])=O.[K+].[K+].[C:100](#N)[CH3:101].